Dataset: Forward reaction prediction with 1.9M reactions from USPTO patents (1976-2016). Task: Predict the product of the given reaction. (1) Given the reactants CN([CH:4]=[C:5]1[C:11](=O)[C:10]2[CH:13]=[C:14]([CH3:17])[CH:15]=[CH:16][C:9]=2[NH:8][C:7](=[O:18])[CH2:6]1)C.Cl.[C:20]([NH2:25])(=[NH:24])[CH:21]([CH3:23])[CH3:22], predict the reaction product. The product is: [CH3:17][C:14]1[CH:15]=[CH:16][C:9]2[NH:8][C:7](=[O:18])[CH2:6][C:5]3[CH:4]=[N:24][C:20]([CH:21]([CH3:23])[CH3:22])=[N:25][C:11]=3[C:10]=2[CH:13]=1. (2) Given the reactants [ClH:1].Cl.CN1[CH2:9][CH2:8][N:7]([C:10](=[O:34])[CH2:11][O:12][C:13]2[CH:18]=[CH:17][CH:16]=[C:15]([CH2:19][O:20][C:21]3[C:22]([NH:27][C:28]4[S:29][CH:30]=[C:31]([CH3:33])[N:32]=4)=[N:23][CH:24]=[CH:25][CH:26]=3)[CH:14]=2)CC1.C(N(CC)CC)C.[NH:42]1[C:46](CCN)=[CH:45][N:44]=[CH:43]1.Cl, predict the reaction product. The product is: [ClH:1].[ClH:1].[NH:42]1[C:46]([CH2:9][CH2:8][NH:7][C:10](=[O:34])[CH2:11][O:12][C:13]2[CH:18]=[CH:17][CH:16]=[C:15]([CH2:19][O:20][C:21]3[C:22]([NH:27][C:28]4[S:29][CH:30]=[C:31]([CH3:33])[N:32]=4)=[N:23][CH:24]=[CH:25][CH:26]=3)[CH:14]=2)=[CH:45][N:44]=[CH:43]1. (3) Given the reactants [CH2:1]1[C:7]2[CH:8]=[C:9]([C:12]([OH:14])=[O:13])[CH:10]=[CH:11][C:6]=2[CH2:5][CH2:4][CH2:3][NH:2]1.[CH2:15](Br)[C:16]1[CH:21]=[CH:20][CH:19]=[CH:18][CH:17]=1.C(=O)([O-])[O-].[K+].[K+], predict the reaction product. The product is: [CH2:15]([N:2]1[CH2:3][CH2:4][CH2:5][C:6]2[CH:11]=[CH:10][C:9]([C:12]([OH:14])=[O:13])=[CH:8][C:7]=2[CH2:1]1)[C:16]1[CH:21]=[CH:20][CH:19]=[CH:18][CH:17]=1. (4) Given the reactants [CH2:1]([N:3]1[C:15]2[CH:14]=[CH:13][C:12]([NH:16][C:17](=[O:24])[CH2:18][CH:19]([CH3:23])[CH2:20][CH2:21][OH:22])=[CH:11][C:10]=2[C:9]2[C:4]1=[CH:5][CH:6]=[CH:7][CH:8]=2)[CH3:2].CC(C)([O-])C.[K+].F[C:32]1[CH:39]=[CH:38][C:35]([C:36]#[N:37])=[C:34]([CH3:40])[CH:33]=1.C(OCC)(=O)C, predict the reaction product. The product is: [C:36]([C:35]1[CH:38]=[CH:39][C:32]([O:22][CH2:21][CH2:20][CH:19]([CH3:23])[CH2:18][C:17]([NH:16][C:12]2[CH:13]=[CH:14][C:15]3[N:3]([CH2:1][CH3:2])[C:4]4[C:9]([C:10]=3[CH:11]=2)=[CH:8][CH:7]=[CH:6][CH:5]=4)=[O:24])=[CH:33][C:34]=1[CH3:40])#[N:37]. (5) Given the reactants C[O:2][C:3]1[CH:24]=[CH:23][C:6]([CH2:7][C:8]2[N:12]3[CH:13]=[C:14]([C:17]4[CH:22]=[CH:21][CH:20]=[CH:19][CH:18]=4)[CH:15]=[CH:16][C:11]3=[N:10][N:9]=2)=[CH:5][CH:4]=1.B(Br)(Br)Br, predict the reaction product. The product is: [C:17]1([C:14]2[CH:15]=[CH:16][C:11]3[N:12]([C:8]([CH2:7][C:6]4[CH:5]=[CH:4][C:3]([OH:2])=[CH:24][CH:23]=4)=[N:9][N:10]=3)[CH:13]=2)[CH:22]=[CH:21][CH:20]=[CH:19][CH:18]=1.